From a dataset of Peptide-MHC class II binding affinity with 134,281 pairs from IEDB. Regression. Given a peptide amino acid sequence and an MHC pseudo amino acid sequence, predict their binding affinity value. This is MHC class II binding data. (1) The peptide sequence is APADDKFTVFEAAFN. The MHC is HLA-DQA10401-DQB10402 with pseudo-sequence HLA-DQA10401-DQB10402. The binding affinity (normalized) is 0.385. (2) The peptide sequence is YMDVISRRDQRGSGQ. The MHC is HLA-DQA10201-DQB10402 with pseudo-sequence HLA-DQA10201-DQB10402. The binding affinity (normalized) is 0.392. (3) The MHC is HLA-DQA10303-DQB10402 with pseudo-sequence HLA-DQA10303-DQB10402. The peptide sequence is LQEIPTMLKKGMTTV. The binding affinity (normalized) is 0.469. (4) The peptide sequence is STPIVVQMTKLATTE. The MHC is DRB1_0101 with pseudo-sequence DRB1_0101. The binding affinity (normalized) is 0.784. (5) The peptide sequence is MVSRLLLNRFTMTHRR. The MHC is DRB1_0301 with pseudo-sequence DRB1_0301. The binding affinity (normalized) is 0.465. (6) The peptide sequence is PPFSRVVHLYRNGKD. The MHC is HLA-DPA10301-DPB10402 with pseudo-sequence HLA-DPA10301-DPB10402. The binding affinity (normalized) is 0.415. (7) The peptide sequence is HDGGCRKELAAVSVD. The MHC is HLA-DPA10103-DPB10401 with pseudo-sequence HLA-DPA10103-DPB10401. The binding affinity (normalized) is 0.125. (8) The peptide sequence is GELEFEEFVSLASRF. The MHC is HLA-DPA10103-DPB10401 with pseudo-sequence HLA-DPA10103-DPB10401. The binding affinity (normalized) is 0.613. (9) The peptide sequence is LSDISLKLTSGKIAS. The MHC is HLA-DPA10103-DPB10401 with pseudo-sequence HLA-DPA10103-DPB10401. The binding affinity (normalized) is 0.219. (10) The peptide sequence is WPQQQPFPQPQQPFC. The MHC is HLA-DQA10102-DQB10602 with pseudo-sequence HLA-DQA10102-DQB10602. The binding affinity (normalized) is 0.267.